From a dataset of Forward reaction prediction with 1.9M reactions from USPTO patents (1976-2016). Predict the product of the given reaction. (1) Given the reactants [C:1]([C:3]1[C:25](=[O:26])[C@@H:24]([CH3:27])[C@@H:6]2[CH2:7][CH2:8][C:9]3[CH:10]=[N:11][C:12]([C:15]4[CH:23]=[CH:22][C:18]([C:19]([OH:21])=O)=[CH:17][CH:16]=4)=[N:13][C:14]=3[C@@:5]2([C:28]2[CH:33]=[CH:32][CH:31]=[CH:30][CH:29]=2)[CH:4]=1)#[N:2].[CH3:34][NH:35][CH3:36].CO.CCN(C(C)C)C(C)C.F[P-](F)(F)(F)(F)F.CN([C+](N(C)C)N1C2C=CC=CC=2[N+]([O-])=N1)C, predict the reaction product. The product is: [C:1]([C:3]1[C:25](=[O:26])[C@@H:24]([CH3:27])[C@@H:6]2[CH2:7][CH2:8][C:9]3[CH:10]=[N:11][C:12]([C:15]4[CH:16]=[CH:17][C:18]([C:19]([N:35]([CH3:36])[CH3:34])=[O:21])=[CH:22][CH:23]=4)=[N:13][C:14]=3[C@@:5]2([C:28]2[CH:33]=[CH:32][CH:31]=[CH:30][CH:29]=2)[CH:4]=1)#[N:2]. (2) The product is: [F:26][C:25]1[C:20]([NH:1][C:2]2[C:3]3[CH2:9][N:8]([C:10]([O:12][C:13]([CH3:16])([CH3:15])[CH3:14])=[O:11])[C:7]([CH3:18])([CH3:17])[C:4]=3[NH:5][N:6]=2)=[N:21][C:22]([CH2:27][O:28][CH3:29])=[N:23][CH:24]=1. Given the reactants [NH2:1][C:2]1[C:3]2[CH2:9][N:8]([C:10]([O:12][C:13]([CH3:16])([CH3:15])[CH3:14])=[O:11])[C:7]([CH3:18])([CH3:17])[C:4]=2[NH:5][N:6]=1.Cl[C:20]1[C:25]([F:26])=[CH:24][N:23]=[C:22]([CH2:27][O:28][CH3:29])[N:21]=1.[K].OP(O)(O)=O, predict the reaction product. (3) Given the reactants [F:1][C:2]([F:19])([F:18])[C:3]1[CH:4]=[C:5]([CH2:13][C:14]([O:16][CH3:17])=[O:15])[CH:6]=[C:7]([C:9]([F:12])([F:11])[F:10])[CH:8]=1.[H-].[Na+].Br[CH2:23][CH2:24]Cl.O, predict the reaction product. The product is: [F:1][C:2]([F:18])([F:19])[C:3]1[CH:4]=[C:5]([C:13]2([C:14]([O:16][CH3:17])=[O:15])[CH2:24][CH2:23]2)[CH:6]=[C:7]([C:9]([F:11])([F:12])[F:10])[CH:8]=1. (4) Given the reactants C([O:3][C:4](=[O:37])[CH:5]([O:35][CH3:36])[CH2:6][C:7]1[CH:12]=[CH:11][C:10]([O:13][CH2:14][CH2:15][CH:16]([O:18][C:19]2[CH:24]=[CH:23][C:22]([CH2:25][CH3:26])=[CH:21][C:20]=2[C:27](=[O:34])[C:28]2[CH:33]=[CH:32][CH:31]=[CH:30][CH:29]=2)[CH3:17])=[CH:9][CH:8]=1)C, predict the reaction product. The product is: [C:27]([C:20]1[CH:21]=[C:22]([CH2:25][CH3:26])[CH:23]=[CH:24][C:19]=1[O:18][CH:16]([CH3:17])[CH2:15][CH2:14][O:13][C:10]1[CH:11]=[CH:12][C:7]([CH2:6][CH:5]([O:35][CH3:36])[C:4]([OH:37])=[O:3])=[CH:8][CH:9]=1)(=[O:34])[C:28]1[CH:29]=[CH:30][CH:31]=[CH:32][CH:33]=1. (5) Given the reactants C(OC([NH:11][C@H:12]1[CH2:16][CH2:15][N:14]([C@H:17]2[CH2:22][CH2:21][C@@H:20]([N:23]([CH:25]([CH3:27])[CH3:26])[CH3:24])[CH2:19][C@H:18]2[C:28]([O:30][CH3:31])=[O:29])[C:13]1=[O:32])=O)C1C=CC=CC=1, predict the reaction product. The product is: [NH2:11][C@H:12]1[CH2:16][CH2:15][N:14]([C@H:17]2[CH2:22][CH2:21][C@@H:20]([N:23]([CH:25]([CH3:27])[CH3:26])[CH3:24])[CH2:19][C@H:18]2[C:28]([O:30][CH3:31])=[O:29])[C:13]1=[O:32].